From a dataset of Full USPTO retrosynthesis dataset with 1.9M reactions from patents (1976-2016). Predict the reactants needed to synthesize the given product. (1) Given the product [C:1]1([S:7]([NH:10][C:11]2[S:15][C:14]3[CH:16]=[CH:17][CH:18]=[CH:19][C:13]=3[C:12]=2[C:20]([O:22][CH2:23][CH3:24])=[O:21])(=[O:9])=[O:8])[CH:2]=[CH:3][CH:4]=[CH:5][CH:6]=1, predict the reactants needed to synthesize it. The reactants are: [C:1]1([S:7]([N:10](S(C2C=CC=CC=2)(=O)=O)[C:11]2[S:15][C:14]3[CH:16]=[CH:17][CH:18]=[CH:19][C:13]=3[C:12]=2[C:20]([O:22][CH2:23][CH3:24])=[O:21])(=[O:9])=[O:8])[CH:6]=[CH:5][CH:4]=[CH:3][CH:2]=1.O.[OH-].[Li+].Cl. (2) The reactants are: [CH3:1][N:2]1[CH2:7][CH2:6][N:5]([C:8]2[C:16]3[O:15][C:14](=[O:17])[NH:13][C:12]=3[CH:11]=[CH:10][CH:9]=2)[CH2:4][CH2:3]1.[ClH:18]. Given the product [ClH:18].[CH3:1][N:2]1[CH2:7][CH2:6][N:5]([C:8]2[C:16]3[O:15][C:14](=[O:17])[NH:13][C:12]=3[CH:11]=[CH:10][CH:9]=2)[CH2:4][CH2:3]1, predict the reactants needed to synthesize it. (3) Given the product [F:42][C:27]([F:26])([F:41])[C:28]1[CH:32]=[C:31]([C:33]([F:36])([F:34])[F:35])[N:30]([CH2:37][C:38]([N:23]2[CH2:24][CH2:25][CH:20]([C:17]3[S:18][CH:19]=[C:15]([C:13]([O:12][C:2]4[C:11]5[C:6](=[CH:7][CH:8]=[CH:9][CH:10]=5)[CH:5]=[CH:4][CH:3]=4)=[O:14])[N:16]=3)[CH2:21][CH2:22]2)=[O:39])[N:29]=1, predict the reactants needed to synthesize it. The reactants are: [Cl-].[C:2]1([O:12][C:13]([C:15]2[N:16]=[C:17]([CH:20]3[CH2:25][CH2:24][NH2+:23][CH2:22][CH2:21]3)[S:18][CH:19]=2)=[O:14])[C:11]2[C:6](=[CH:7][CH:8]=[CH:9][CH:10]=2)[CH:5]=[CH:4][CH:3]=1.[F:26][C:27]([F:42])([F:41])[C:28]1[CH:32]=[C:31]([C:33]([F:36])([F:35])[F:34])[N:30]([CH2:37][C:38](O)=[O:39])[N:29]=1. (4) The reactants are: Cl[C:2]1[CH:7]=[CH:6][C:5]([CH2:8][N:9]2[CH:13]=[CH:12][C:11]([NH:14][C:15](=[O:24])[C:16]3[C:21]([F:22])=[CH:20][CH:19]=[CH:18][C:17]=3[F:23])=[N:10]2)=[C:4]([C:25]([F:28])([F:27])[F:26])[CH:3]=1.[CH:29]([Mg]Br)([CH3:31])[CH3:30]. Given the product [F:23][C:17]1[CH:18]=[CH:19][CH:20]=[C:21]([F:22])[C:16]=1[C:15]([NH:14][C:11]1[CH:12]=[CH:13][N:9]([CH2:8][C:5]2[CH:6]=[CH:7][C:2]([CH:29]([CH3:31])[CH3:30])=[CH:3][C:4]=2[C:25]([F:28])([F:27])[F:26])[N:10]=1)=[O:24], predict the reactants needed to synthesize it.